Dataset: Reaction yield outcomes from USPTO patents with 853,638 reactions. Task: Predict the reaction yield, written as a fraction of the theoretical maximum amount of product (1.0 means a 100% yield; for example, 0.34 means a 34% yield). (1) The reactants are [NH2:1][C:2]1[N:10]=[C:9]([I:11])[N:8]=[C:7]2[C:3]=1[N:4]=[CH:5][N:6]2[C@H:12]1[C@H:19]2[C@@H:15]([O:16]C(C)(C)[O:18]2)[C@@H:14]([C:22]([OH:24])=[O:23])[O:13]1. The catalyst is C(O)=O. The product is [NH2:1][C:2]1[N:10]=[C:9]([I:11])[N:8]=[C:7]2[C:3]=1[N:4]=[CH:5][N:6]2[C@@H:12]1[O:13][C@H:14]([C:22]([OH:24])=[O:23])[C@@H:15]([OH:16])[C@H:19]1[OH:18]. The yield is 0.850. (2) The reactants are CN(C)CCN(C)C.C([Li])CCC.[CH2:14]([C:16]1[CH:21]=[CH:20][C:19]([O:22][CH3:23])=[CH:18][CH:17]=1)[CH3:15].CON(C)[C:27]([C:29]1[CH:34]=[CH:33][CH:32]=[CH:31][N:30]=1)=[O:28]. No catalyst specified. The product is [CH2:14]([C:16]1[CH:17]=[CH:18][C:19]([O:22][CH3:23])=[C:20]([C:27]([C:29]2[CH:34]=[CH:33][CH:32]=[CH:31][N:30]=2)=[O:28])[CH:21]=1)[CH3:15]. The yield is 0.0600. (3) The reactants are [C:1]([C:3]1[CH:8]=[CH:7][CH:6]=[CH:5][C:4]=1B1OC(C)(C)C(C)(C)O1)#[N:2].BrC1C=C(C)C=C(C)[C:20]=1[NH2:21].C(=O)([O-])[O-].[K+].[K+].[C:34]1([CH3:40])[CH:39]=[CH:38][CH:37]=[CH:36][CH:35]=1.CO. The catalyst is C1C=CC([P]([Pd]([P](C2C=CC=CC=2)(C2C=CC=CC=2)C2C=CC=CC=2)([P](C2C=CC=CC=2)(C2C=CC=CC=2)C2C=CC=CC=2)[P](C2C=CC=CC=2)(C2C=CC=CC=2)C2C=CC=CC=2)(C2C=CC=CC=2)C2C=CC=CC=2)=CC=1. The product is [CH3:40][C:34]1[CH:39]=[CH:38][C:37]2[C:4]3[C:3]([CH:1]([NH2:2])[N:21]([CH3:20])[C:36]=2[CH:35]=1)=[CH:8][CH:7]=[CH:6][CH:5]=3. The yield is 0.820. (4) The reactants are C(NC(C)C)(C)C.[Li]CCCC.[Br:13][C:14]1[CH:19]=[CH:18][C:17]([F:20])=[CH:16][CH:15]=1.[CH:21](OC)=[O:22]. The catalyst is C1COCC1.O. The product is [Br:13][C:14]1[CH:19]=[CH:18][C:17]([F:20])=[C:16]([CH:15]=1)[CH:21]=[O:22]. The yield is 0.540. (5) The reactants are [OH:1][C:2]1[CH:7]=[CH:6][CH:5]=[CH:4][C:3]=1[C:8](=[O:10])[CH3:9].N1CCCC1.[CH3:16][O:17][C:18]1[CH:32]=[CH:31][C:21]([C:22]([N:24]2[CH2:29][CH2:28][C:27](=O)[CH2:26][CH2:25]2)=[O:23])=[CH:20][C:19]=1[C:33]([F:36])([F:35])[F:34].Cl. The catalyst is ClCCl.C(OCC)(=O)C.CO. The product is [CH3:16][O:17][C:18]1[CH:32]=[CH:31][C:21]([C:22]([N:24]2[CH2:25][CH2:26][C:27]3([CH2:9][C:8](=[O:10])[C:3]4[C:2](=[CH:7][CH:6]=[CH:5][CH:4]=4)[O:1]3)[CH2:28][CH2:29]2)=[O:23])=[CH:20][C:19]=1[C:33]([F:36])([F:34])[F:35]. The yield is 0.790. (6) The reactants are [N+:1]([O-:4])(O)=[O:2].[Cl:5][C:6]1[CH:14]=[C:13]([Cl:15])[CH:12]=[CH:11][C:7]=1[C:8]([OH:10])=[O:9]. The catalyst is S(=O)(=O)(O)O. The product is [Cl:5][C:6]1[CH:14]=[C:13]([Cl:15])[C:12]([N+:1]([O-:4])=[O:2])=[CH:11][C:7]=1[C:8]([OH:10])=[O:9]. The yield is 1.35. (7) The reactants are [CH3:1][O:2][C:3]1[CH:11]=[CH:10][C:6]([C:7](Cl)=[O:8])=[CH:5][C:4]=1[C:12]([F:15])([F:14])[F:13].[OH-].[Na+].Cl.[NH:19]1[CH2:24][CH2:23][C:22](O)([OH:25])[CH2:21][CH2:20]1. The catalyst is C1(C)C=CC=CC=1. The product is [CH3:1][O:2][C:3]1[CH:11]=[CH:10][C:6]([C:7]([N:19]2[CH2:24][CH2:23][C:22](=[O:25])[CH2:21][CH2:20]2)=[O:8])=[CH:5][C:4]=1[C:12]([F:15])([F:14])[F:13]. The yield is 0.910. (8) The reactants are [CH3:1][C@@:2]12[C:18](=[O:19])[CH2:17][CH2:16][C@H:15]1[C@H:14]1[C@@H:5]([C:6]3[CH:7]=[CH:8][C:9](O)=[CH:10][C:11]=3[CH2:12][CH2:13]1)[CH2:4][CH2:3]2.FC(F)(F)C(OC(=O)C(F)(F)F)=O.CCN(CC)CC.C(O)=O. The catalyst is N1C=CC=CC=1.[O-]S([O-])(=O)=O.[Cu+2].CC([O-])=O.CC([O-])=O.[Pd+2]. The product is [CH3:1][C@:2]12[CH2:3][CH2:4][C@H:5]3[C@@H:14]([CH2:13][CH2:12][C:11]4[CH:10]=[CH:9][CH:8]=[CH:7][C:6]=43)[C@@H:15]1[CH2:16][CH2:17][C:18]2=[O:19]. The yield is 0.650. (9) The reactants are [CH:1]1([CH2:6][CH:7]([C:11]2[CH:16]=[CH:15][C:14]([N:17]3[C:21]([CH3:22])=[N:20][N:19]=[N:18]3)=[C:13]([C:23]([F:26])([F:25])[F:24])[CH:12]=2)[C:8]([OH:10])=O)[CH2:5][CH2:4][CH2:3][CH2:2]1.C(Cl)(=O)C(Cl)=O.[CH3:33][NH:34][C:35]([NH2:37])=[O:36].N1C=CC=CC=1.Cl. The catalyst is FC1C=CC=CC=1.CN(C)C=O.C(OCC)(=O)C. The product is [CH:1]1([CH2:6][CH:7]([C:11]2[CH:16]=[CH:15][C:14]([N:17]3[C:21]([CH3:22])=[N:20][N:19]=[N:18]3)=[C:13]([C:23]([F:26])([F:25])[F:24])[CH:12]=2)[C:8]([NH:37][C:35]([NH:34][CH3:33])=[O:36])=[O:10])[CH2:5][CH2:4][CH2:3][CH2:2]1. The yield is 0.800.